From a dataset of Forward reaction prediction with 1.9M reactions from USPTO patents (1976-2016). Predict the product of the given reaction. (1) Given the reactants Br[C:2]1[CH:3]=[CH:4][C:5]2[C:6]([CH3:16])([CH3:15])[C:7]3[C:12]([C:13]=2[CH:14]=1)=[CH:11][CH:10]=[CH:9][CH:8]=3.[NH2:17][C:18]1[CH:23]=[CH:22][CH:21]=[CH:20][CH:19]=1.CC(C)([O-])C.[Na+], predict the reaction product. The product is: [CH3:15][C:6]1([CH3:16])[C:5]2[CH:4]=[CH:3][C:2]([NH:17][C:18]3[CH:23]=[CH:22][CH:21]=[CH:20][CH:19]=3)=[CH:14][C:13]=2[C:12]2[C:7]1=[CH:8][CH:9]=[CH:10][CH:11]=2. (2) Given the reactants CC1C=CC(S(O[CH2:12][CH:13]2[CH2:17][C:16]3[CH:18]=[C:19]([Cl:30])[CH:20]=[C:21]([C:22]4[CH:27]=[CH:26][C:25]([Cl:28])=[CH:24][C:23]=4[Cl:29])[C:15]=3[O:14]2)(=O)=O)=CC=1.[CH3:31][NH2:32], predict the reaction product. The product is: [Cl:30][C:19]1[CH:20]=[C:21]([C:22]2[CH:27]=[CH:26][C:25]([Cl:28])=[CH:24][C:23]=2[Cl:29])[C:15]2[O:14][CH:13]([CH2:12][NH:32][CH3:31])[CH2:17][C:16]=2[CH:18]=1.